From a dataset of Forward reaction prediction with 1.9M reactions from USPTO patents (1976-2016). Predict the product of the given reaction. (1) Given the reactants [CH3:1][C:2]1[CH:3]=[CH:4][N:5]2[C:10]=1[C:9](=[O:11])[N:8]([C:12]1[CH:17]=[CH:16][CH:15]=[CH:14][CH:13]=1)[C:7]([C@@H:18]([NH:20][C:21]1[C:22]3[C:29]([S:30][C:31]4[CH:32]=[C:33]([NH:37][S:38]([CH3:41])(=[O:40])=[O:39])[CH:34]=[CH:35][CH:36]=4)=[CH:28][N:27](COCC[Si](C)(C)C)[C:23]=3[N:24]=[CH:25][N:26]=1)[CH3:19])=[N:6]2.FC(F)(F)C(O)=O.N, predict the reaction product. The product is: [CH3:1][C:2]1[CH:3]=[CH:4][N:5]2[C:10]=1[C:9](=[O:11])[N:8]([C:12]1[CH:13]=[CH:14][CH:15]=[CH:16][CH:17]=1)[C:7]([C@@H:18]([NH:20][C:21]1[C:22]3[C:29]([S:30][C:31]4[CH:32]=[C:33]([NH:37][S:38]([CH3:41])(=[O:40])=[O:39])[CH:34]=[CH:35][CH:36]=4)=[CH:28][NH:27][C:23]=3[N:24]=[CH:25][N:26]=1)[CH3:19])=[N:6]2. (2) Given the reactants [Cl-].O[NH3+:3].[C:4](=[O:7])([O-])[OH:5].[Na+].CS(C)=O.[OH:13][C:14]([CH3:50])([CH3:49])[CH2:15][O:16][C@H:17]1[CH2:20][C@H:19]([N:21]2[C:26](=[O:27])[C:25]([CH2:28][C:29]3[CH:34]=[CH:33][C:32]([C:35]4[C:36]([C:41]#[N:42])=[CH:37][CH:38]=[CH:39][CH:40]=4)=[CH:31][CH:30]=3)=[C:24]([CH2:43][CH2:44][CH3:45])[N:23]3[N:46]=[CH:47][N:48]=[C:22]23)[CH2:18]1, predict the reaction product. The product is: [OH:13][C:14]([CH3:49])([CH3:50])[CH2:15][O:16][C@H:17]1[CH2:18][C@H:19]([N:21]2[C:26](=[O:27])[C:25]([CH2:28][C:29]3[CH:34]=[CH:33][C:32]([C:35]4[CH:40]=[CH:39][CH:38]=[CH:37][C:36]=4[C:41]4[NH:3][C:4](=[O:7])[O:5][N:42]=4)=[CH:31][CH:30]=3)=[C:24]([CH2:43][CH2:44][CH3:45])[N:23]3[N:46]=[CH:47][N:48]=[C:22]23)[CH2:20]1.